This data is from Full USPTO retrosynthesis dataset with 1.9M reactions from patents (1976-2016). The task is: Predict the reactants needed to synthesize the given product. The reactants are: [CH:1]1([C@@H:5]([NH:7][S:8]([C:10]([CH3:13])([CH3:12])[CH3:11])=[O:9])[CH3:6])[CH2:4][CH2:3][CH2:2]1.[H-].[Na+].Br[CH2:17][C:18]1[CH:23]=[CH:22][C:21]([CH3:24])=[CH:20][CH:19]=1. Given the product [CH:1]1([C@@H:5]([N:7]([CH2:17][C:18]2[CH:23]=[CH:22][C:21]([CH3:24])=[CH:20][CH:19]=2)[S:8]([C:10]([CH3:12])([CH3:11])[CH3:13])=[O:9])[CH3:6])[CH2:4][CH2:3][CH2:2]1, predict the reactants needed to synthesize it.